This data is from Reaction yield outcomes from USPTO patents with 853,638 reactions. The task is: Predict the reaction yield, written as a fraction of the theoretical maximum amount of product (1.0 means a 100% yield; for example, 0.34 means a 34% yield). (1) The reactants are [CH3:1][C:2]1[N:3]=[C:4]([NH:11][C:12](=[S:20])OC2C=CC=CC=2)[C:5]([O:9][CH3:10])=[N:6][C:7]=1[CH3:8].[CH3:21][S:22][C:23]1[CH:28]=[CH:27][CH:26]=[CH:25][C:24]=1[N:29]1[CH2:34][CH2:33][NH:32][CH2:31][CH2:30]1. No catalyst specified. The product is [CH3:1][C:2]1[N:3]=[C:4]([NH:11][C:12]([N:32]2[CH2:31][CH2:30][N:29]([C:24]3[CH:25]=[CH:26][CH:27]=[CH:28][C:23]=3[S:22][CH3:21])[CH2:34][CH2:33]2)=[S:20])[C:5]([O:9][CH3:10])=[N:6][C:7]=1[CH3:8]. The yield is 0.614. (2) The reactants are [Br:1][C:2]1[CH:10]=[C:9]2[C:5]([CH2:6][C:7]3([CH2:30][CH2:29][CH:28]([O:31][CH3:32])[CH2:27][CH2:26]3)[C:8]2([NH:16][S:17]([CH2:20][CH2:21][Si:22]([CH3:25])([CH3:24])[CH3:23])(=[O:19])=[O:18])[C:11]([O:13][CH2:14][CH3:15])=C)=[CH:4][CH:3]=1.C[O:34]C1C=CC(P2(SP(C3C=CC(OC)=CC=3)(=S)S2)=S)=CC=1. The catalyst is C1(C)C=CC=CC=1. The product is [Br:1][C:2]1[CH:10]=[C:9]2[C:5]([CH2:6][C:7]3([CH2:30][CH2:29][CH:28]([O:31][CH3:32])[CH2:27][CH2:26]3)[C:8]2([NH:16][S:17]([CH2:20][CH2:21][Si:22]([CH3:25])([CH3:24])[CH3:23])(=[O:18])=[O:19])[C:11]([O:13][CH2:14][CH3:15])=[O:34])=[CH:4][CH:3]=1. The yield is 0.730. (3) The reactants are [NH2:1][C:2]1[C:3]([C:9]([NH2:11])=[O:10])=[N:4][C:5](Cl)=[CH:6][CH:7]=1.[F:12][C:13]1[CH:18]=[CH:17][C:16](B(O)O)=[CH:15][CH:14]=1.C([O-])([O-])=O.[K+].[K+]. The catalyst is O1CCOCC1.O.[Pd].C1(P(C2C=CC=CC=2)C2C=CC=CC=2)C=CC=CC=1.C1(P(C2C=CC=CC=2)C2C=CC=CC=2)C=CC=CC=1.C1(P(C2C=CC=CC=2)C2C=CC=CC=2)C=CC=CC=1.C1(P(C2C=CC=CC=2)C2C=CC=CC=2)C=CC=CC=1. The product is [NH2:1][C:2]1[C:3]([C:9]([NH2:11])=[O:10])=[N:4][C:5]([C:16]2[CH:17]=[CH:18][C:13]([F:12])=[CH:14][CH:15]=2)=[CH:6][CH:7]=1. The yield is 0.850. (4) The yield is 0.870. The product is [CH2:18]([C:3]1[CH:2]=[C:1]([CH3:8])[C:6]([OH:7])=[CH:5][CH:4]=1)[CH2:19][CH2:17][CH2:15][CH2:13][CH2:12][CH2:11][CH2:10][CH3:9]. No catalyst specified. The reactants are [C:1]1([CH3:8])[C:6]([OH:7])=[CH:5][CH:4]=[CH:3][CH:2]=1.[CH3:9][CH2:10][CH2:11][CH2:12][CH:13]([CH:15]([CH3:17])C)C.[CH3:18][CH2:19]CC(CC(C)C)C.CC(CC(C(C)C)C)C. (5) The reactants are [NH2:1][C:2]1[CH:3]=[C:4]2[C:8](=[CH:9][CH:10]=1)[N:7]([CH2:11][C:12]([C:20]1[CH:25]=[CH:24][C:23]([F:26])=[CH:22][C:21]=1[F:27])([OH:19])[CH2:13][N:14]1[CH:18]=[N:17][CH:16]=[N:15]1)[N:6]=[CH:5]2.C(=O)([O-])[O-].[K+].[K+].Br[CH2:35][C:36]([NH:38][C:39]1[C:44]([CH3:45])=[CH:43][CH:42]=[CH:41][C:40]=1[CH3:46])=[O:37]. The catalyst is CN(C)C=O. The product is [F:27][C:21]1[CH:22]=[C:23]([F:26])[CH:24]=[CH:25][C:20]=1[C:12]([OH:19])([CH2:13][N:14]1[CH:18]=[N:17][CH:16]=[N:15]1)[CH2:11][N:7]1[C:8]2[C:4](=[CH:3][C:2]([NH:1][CH2:35][C:36]([NH:38][C:39]3[C:44]([CH3:45])=[CH:43][CH:42]=[CH:41][C:40]=3[CH3:46])=[O:37])=[CH:10][CH:9]=2)[CH:5]=[N:6]1. The yield is 0.500.